From a dataset of Catalyst prediction with 721,799 reactions and 888 catalyst types from USPTO. Predict which catalyst facilitates the given reaction. (1) The catalyst class is: 62. Reactant: Cl.[NH2:2][C@H:3]1[C:12]2[C:7](=[CH:8][CH:9]=[C:10]([C:13]3[CH:18]=[CH:17][C:16]([C:19]([N:21]4[CH2:26][CH2:25][O:24][CH2:23][CH2:22]4)=[O:20])=[CH:15][N:14]=3)[CH:11]=2)[N:6]([C:27](=[O:29])[CH3:28])[C@@H:5]([CH3:30])[CH2:4]1.Br[C:32]1[CH:37]=[CH:36][C:35]([CH3:38])=[CH:34][N:33]=1.C1(P(C2CCCCC2)C2C=CC=CC=2C2C(N(C)C)=CC=CC=2)CCCCC1.CC(C)([O-])C.[Na+]. Product: [CH3:30][C@H:5]1[CH2:4][C@@H:3]([NH:2][C:32]2[CH:37]=[CH:36][C:35]([CH3:38])=[CH:34][N:33]=2)[C:12]2[C:7](=[CH:8][CH:9]=[C:10]([C:13]3[CH:18]=[CH:17][C:16]([C:19]([N:21]4[CH2:26][CH2:25][O:24][CH2:23][CH2:22]4)=[O:20])=[CH:15][N:14]=3)[CH:11]=2)[N:6]1[C:27](=[O:29])[CH3:28]. (2) Reactant: Br[C:2]1[CH:3]=[C:4]([CH:7]=[CH:8][CH:9]=1)[CH2:5][OH:6].[C:10]1(B(O)O)[CH:15]=[CH:14][CH:13]=[CH:12][CH:11]=1.[O-]P([O-])([O-])=O.[K+].[K+].[K+]. Product: [C:2]1([C:10]2[CH:15]=[CH:14][CH:13]=[CH:12][CH:11]=2)[CH:9]=[CH:8][CH:7]=[C:4]([CH2:5][OH:6])[CH:3]=1. The catalyst class is: 233. (3) The catalyst class is: 13. Reactant: CCCC[N+](CCCC)(CCCC)CCCC.[F-].C1COCC1.[CH3:24][O:25][C:26](=[O:64])[N:27]=[C:28]([S:62][CH3:63])[C:29]([C:43]1[CH:48]=[C:47]([O:49][Si](C(C)C)(C(C)C)C(C)C)[CH:46]=[C:45]([O:60][CH3:61])[CH:44]=1)=[N:30][C:31]1[CH:36]=[CH:35][C:34]([C:37]2[N:41]=[C:40]([CH3:42])[O:39][N:38]=2)=[CH:33][CH:32]=1.[Cl-].[NH4+]. Product: [CH3:24][O:25][C:26](=[O:64])[N:27]=[C:28]([S:62][CH3:63])[C:29]([C:43]1[CH:44]=[C:45]([O:60][CH3:61])[CH:46]=[C:47]([OH:49])[CH:48]=1)=[N:30][C:31]1[CH:36]=[CH:35][C:34]([C:37]2[N:41]=[C:40]([CH3:42])[O:39][N:38]=2)=[CH:33][CH:32]=1. (4) Reactant: [N+:1]([C:4]1[CH:9]=[CH:8][C:7]([OH:10])=[CH:6][CH:5]=1)([O-:3])=[O:2].Br[C:12]1[N:17]=[C:16]([CH3:18])[C:15]([CH:19]=[O:20])=[CH:14][CH:13]=1.C([O-])([O-])=O.[K+].[K+]. Product: [CH3:18][C:16]1[C:15]([CH:19]=[O:20])=[CH:14][CH:13]=[C:12]([O:10][C:7]2[CH:8]=[CH:9][C:4]([N+:1]([O-:3])=[O:2])=[CH:5][CH:6]=2)[N:17]=1. The catalyst class is: 3. (5) Reactant: [S:1]1[CH2:6][CH2:5][CH:4]([C:7]([OH:9])=O)[CH2:3][CH2:2]1.Cl.[CH3:11][NH:12][O:13][CH3:14].CN(C(ON1N=NC2C=CC=NC1=2)=[N+](C)C)C.F[P-](F)(F)(F)(F)F.C(N(CC)C(C)C)(C)C. Product: [CH3:14][O:13][N:12]([CH3:11])[C:7]([CH:4]1[CH2:5][CH2:6][S:1][CH2:2][CH2:3]1)=[O:9]. The catalyst class is: 869.